From a dataset of Experimentally validated miRNA-target interactions with 360,000+ pairs, plus equal number of negative samples. Binary Classification. Given a miRNA mature sequence and a target amino acid sequence, predict their likelihood of interaction. The miRNA is hsa-miR-4726-5p with sequence AGGGCCAGAGGAGCCUGGAGUGG. The protein sequence of the target gene is MWGFAGGRLFGIFSAPVLVAVVCCAQSVNDPGNMSFVKETVDKLLKGYDIRLRPDFGGPPVCVGMNIDIASIDMVSEVNMDYTLTMYFQQYWRDKRLAYSGIPLNLTLDNRVADQLWVPDTYFLNDKKSFVHGVTVKNRMIRLHPDGTVLYGLRITTTAACMMDLRRYPLDEQNCTLEIESYGYTTDDIEFYWRGGDKAVTGVERIELPQFSIVEHRLVSRNVVFATGAYPRLSLSFRLKRNIGYFILQTYMPSILITILSWVSFWINYDASAARVALGITTVLTMTTINTHLRETLPKI.... Result: 0 (no interaction).